Dataset: Drug-target binding data from BindingDB using Kd measurements. Task: Regression. Given a target protein amino acid sequence and a drug SMILES string, predict the binding affinity score between them. We predict pKd (pKd = -log10(Kd in M); higher means stronger binding). Dataset: bindingdb_kd. (1) The drug is CCN(CC)CCNC(=O)c1c(C)[nH]c(/C=C2\C(=O)Nc3ccc(F)cc32)c1C. The target protein sequence is MRGARGAWDFLCVLLLLLRVQTGSSQPSVSPGEPSPPSIHPGKSDLIVRVGDEIRLLCTDPGFVKWTFEILDETNENKQNEWITEKAEATNTGKYTCTNKHGLSNSIYVFVRDPAKLFLVDRSLYGKEDNDTLVRCPLTDPEVTNYSLKGCQGKPLPKDLRFIPDPKAGIMIKSVKRAYHRLCLHCSVDQEGKSVLSEKFILKVRPAFKAVPVVSVSKASYLLREGEEFTVTCTIKDVSSSVYSTWKRENSQTKLQEKYNSWHHGDFNYERQATLTISSARVNDSGVFMCYANNTFGSANVTTTLEVVDKGFINIFPMINTTVFVNDGENVDLIVEYEAFPKPEHQQWIYMNRTFTDKWEDYPKSENESNIRYVSELHLTRLKGTEGGTYTFLVSNSDVNAAIAFNVYVNTKPEILTYDRLVNGMLQCVAAGFPEPTIDWYFCPGTEQRCSASVLPVDVQTLNSSGPPFGKLVVQSSIDSSAFKHNGTVECKAYNDVGKT.... The pKd is 8.5. (2) The compound is CCN(CCO)CCCOc1ccc2c(Nc3cc(CC(=O)Nc4cccc(F)c4)n[nH]3)ncnc2c1. The target protein (Q15418) has sequence MPLAQLKEPWPLMELVPLDPENGQTSGEEAGLQPSKDEGVLKEISITHHVKAGSEKADPSHFELLKVLGQGSFGKVFLVRKVTRPDSGHLYAMKVLKKATLKVRDRVRTKMERDILADVNHPFVVKLHYAFQTEGKLYLILDFLRGGDLFTRLSKEVMFTEEDVKFYLAELALGLDHLHSLGIIYRDLKPENILLDEEGHIKLTDFGLSKEAIDHEKKAYSFCGTVEYMAPEVVNRQGHSHSADWWSYGVLMFEMLTGSLPFQGKDRKETMTLILKAKLGMPQFLSTEAQSLLRALFKRNPANRLGSGPDGAEEIKRHVFYSTIDWNKLYRREIKPPFKPAVAQPDDTFYFDTEFTSRTPKDSPGIPPSAGAHQLFRGFSFVATGLMEDDGKPRAPQAPLHSVVQQLHGKNLVFSDGYVVKETIGVGSYSECKRCVHKATNMEYAVKVIDKSKRDPSEEIEILLRYGQHPNIITLKDVYDDGKHVYLVTELMRGGELLDK.... The pKd is 9.0. (3) The compound is COc1cccc(C(=O)CC2C(O)[C@H](O[C@@H]3OC(CO)[C@H](O)C(OCc4ccc5ccccc5c4)C3O)C(CO)O[C@H]2OCC[N-][N+]#N)c1. The target protein sequence is MASGLVASNLNLKPGECLRVRGEVAPDAKSFVLNLGKDSNNLCLHFNPRFNAHGDANTIVCNSKDGGAWGTEQREAVFPFQPGSVAEVCITFDQANLTVKLPDGYEFKFPNRLNLEAINYMAADGDFKIKCVAFD. The pKd is 4.6. (4) The small molecule is CC[C@H](C)[C@H](NC(=O)[C@H](CC(C)C)NC(=O)[C@H](CO)NC(=O)[C@H](Cc1c[nH]cn1)NC(=O)[C@@H](NC(=O)[C@H](CC(C)C)NC(=O)[C@H](CO)NC(=O)[C@@H](NC(=O)[C@H](Cc1ccc(O)cc1)NC(=O)[C@H](N)CSC1CC(=O)N(CCOCCOCCOCc2cn(CCO[C@@H]3O[C@H](CO)[C@@H](O[C@@H]4O[C@H](CO)[C@@H](O)[C@H](O)[C@H]4O)[C@H](O)[C@H]3O)nn2)C1=O)[C@@H](C)O)[C@@H](C)CC)C(=O)N[C@@H](CCC(=O)O)C(=O)N[C@@H](CCC(=O)O)C(=O)N[C@@H](CO)C(=O)N[C@@H](CCC(N)=O)C(=O)N[C@@H](CC(N)=O)C(=O)N[C@@H](CCC(N)=O)C(=O)N[C@@H](CCC(N)=O)C(=O)N[C@@H](CCC(=O)O)C(=O)N[C@@H](CCCCN)C(=O)N[C@@H](CC(N)=O)C(=O)N[C@@H](CCC(=O)O)C(=O)N[C@@H](CCC(N)=O)C(=O)N[C@@H](CCC(=O)O)C(=O)N[C@@H](CC(C)C)C(=O)N[C@@H](CC(C)C)C(=O)N[C@@H](CCC(=O)O)C(=O)N[C@@H](CC(C)C)C(=O)N[C@@H](CC(=O)O)C(=O)N[C@@H](CCCCN)C(=O)N[C@@H](Cc1c[nH]c2ccccc12)C(=O)N[C@@H](C)C(=O)N[C@@H](CO)C(=O)N[C@@H](CC(C)C)C(=O)N[C@@H](Cc1c[nH]c2ccccc12)C(=O)N[C@@H](CC(N)=O)C(=O)N[C@@H](Cc1c[nH]c2ccccc12)C(=O)N[C@@H](Cc1ccccc1)C(=O)O. The target protein sequence is FLGFLGAAGSTMGAASITLTVQARTLLSGIVQQQNNLLRAIEAQQHLLQLTVWGIKQLQARVLAVERYLQDQQLLGIWGCSGKHICTTTVPWNSSWSNKSLEEIWQNMTWMEWEREIDNYTGLI. The pKd is 6.3. (5) The compound is C[C@H](OP(=O)(O)OC[C@@H](O)[C@@H](O)[C@@H](O)Cn1c2cc(=O)ccc-2cc2c(=O)[nH]c(=O)[nH]c21)C(=O)N[C@@H](CCC(=O)N[C@@H](CCC(=O)O)C(=O)O)C(=O)O. The target protein sequence is MAELKLGYKASAEQFAPRELVELAVAAEAHGMDSATVSDHFQPWRHQGGHAPFSLSWMTAVGERTNRLLLGTSVLTPTFRYNPAVIAQAFATMGCLYPNRVFLGVGTGEALNEIATGYEGAWPEFKERFARLRESVGLMRQLWSGDRVDFDGDYYRLKGASIYDVPDGGVPVYIAAGGPAVAKYAGRAGDGFICTSGKGEELYTEKLMPAVREGAAAADRSVDGIDKMIEIKISYDPDPELALNNTRFWAPLSLTAEQKHSIDDPIEMEKAADALPIEQIAKRWIVASDPDEAVEKVGQYVTWGLNHLVFHAPGHDQRRFLELFQSDLAPRLRRLG. The pKd is 8.2. (6) The target protein (P9WPN4) has sequence MTSVMSHEFQLATAETWPNPWPMYRALRDHDPVHHVVPPQRPEYDYYVLSRHADVWSAARDHQTFSSAQGLTVNYGELEMIGLHDTPPMVMQDPPVHTEFRKLVSRGFTPRQVETVEPTVRKFVVERLEKLRANGGGDIVTELFKPLPSMVVAHYLGVPEEDWTQFDGWTQAIVAANAVDGATTGALDAVGSMMAYFTGLIERRRTEPADDAISHLVAAGVGADGDTAGTLSILAFTFTMVTGGNDTVTGMLGGSMPLLHRRPDQRRLLLDDPEGIPDAVEELLRLTSPVQGLARTTTRDVTIGDTTIPAGRRVLLLYGSANRDERQYGPDAAELDVTRCPRNILTFSHGAHHCLGAAAARMQCRVALTELLARCPDFEVAESRIVWSGGSYVRRPLSVPFRVTS. The pKd is 4.3. The drug is Nc1ccccc1. (7) The small molecule is Clc1ccc(COC(Cn2ccnc2)c2ccc(Cl)cc2Cl)c(Cl)c1. The target protein (P9WPP7) has sequence MTATVLLEVPFSARGDRIPDAVAELRTREPIRKVRTITGAEAWLVSSYALCTQVLEDRRFSMKETAAAGAPRLNALTVPPEVVNNMGNIADAGLRKAVMKAITPKAPGLEQFLRDTANSLLDNLITEGAPADLRNDFADPLATALHCKVLGIPQEDGPKLFRSLSIAFMSSADPIPAAKINWDRDIEYMAGILENPNITTGLMGELSRLRKDPAYSHVSDELFATIGVTFFGAGVISTGSFLTTALISLIQRPQLRNLLHEKPELIPAGVEELLRINLSFADGLPRLATADIQVGDVLVRKGELVLVLLEGANFDPEHFPNPGSIELDRPNPTSHLAFGRGQHFCPGSALGRRHAQIGIEALLKKMPGVDLAVPIDQLVWRTRFQRRIPERLPVLW. The pKd is 7.1.